From a dataset of Forward reaction prediction with 1.9M reactions from USPTO patents (1976-2016). Predict the product of the given reaction. (1) Given the reactants [NH2:1][C:2]1[N:6]([CH3:7])[NH:5][C:4](=[O:8])[CH:3]=1.[Br:9][C:10]1[CH:11]=[C:12]([CH:15]=[CH:16][C:17]=1[F:18])[CH:13]=O.[C:19]1(=O)[CH2:23][CH2:22][C:21](=[O:24])[CH2:20]1, predict the reaction product. The product is: [Br:9][C:10]1[CH:11]=[C:12]([CH:13]2[C:3]3[C:4](=[O:8])[NH:5][N:6]([CH3:7])[C:2]=3[NH:1][C:19]3[CH2:23][CH2:22][C:21](=[O:24])[C:20]2=3)[CH:15]=[CH:16][C:17]=1[F:18]. (2) Given the reactants [CH2:1]([O:8][C:9]1[CH:10]=[C:11]2[C:15](=[CH:16][CH:17]=1)[NH:14][C:13]([C:18]([OH:20])=[O:19])=[CH:12]2)[C:2]1[CH:7]=[CH:6][CH:5]=[CH:4][CH:3]=1.[Cl-].[CH:22](=[N+:29]([CH3:31])[CH3:30])[C:23]1[CH:28]=[CH:27][CH:26]=[CH:25][CH:24]=1, predict the reaction product. The product is: [CH2:1]([O:8][C:9]1[CH:10]=[C:11]2[C:15](=[CH:16][CH:17]=1)[NH:14][C:13]([C:18]([OH:20])=[O:19])=[C:12]2[CH:22]([N:29]([CH3:31])[CH3:30])[C:23]1[CH:28]=[CH:27][CH:26]=[CH:25][CH:24]=1)[C:2]1[CH:7]=[CH:6][CH:5]=[CH:4][CH:3]=1. (3) The product is: [N:1]1([NH:10][C:11]([NH:20][CH2:21][C:22]2[CH:27]=[CH:26][N:25]=[CH:24][CH:23]=2)=[O:19])[C:9]2[C:4](=[CH:5][CH:6]=[CH:7][CH:8]=2)[CH:3]=[CH:2]1. Given the reactants [N:1]1([NH:10][C:11](=[O:19])OC2C=CC=CC=2)[C:9]2[C:4](=[CH:5][CH:6]=[CH:7][CH:8]=2)[CH:3]=[CH:2]1.[NH2:20][CH2:21][C:22]1[CH:27]=[CH:26][N:25]=[CH:24][CH:23]=1, predict the reaction product. (4) Given the reactants [Br:1][CH:2]([CH:5]=O)[CH:3]=O.[CH3:7][O:8][C:9]1[CH:10]=[C:11]([CH:13]=[CH:14][CH:15]=1)[NH2:12].Cl, predict the reaction product. The product is: [Br:1][C:2]1[CH:3]=[N:12][C:11]2[C:13]([CH:5]=1)=[CH:14][CH:15]=[C:9]([O:8][CH3:7])[CH:10]=2. (5) Given the reactants [C:1]([N:4]1[CH2:9][CH2:8][N:7]([C:10]2[CH:11]=[CH:12][C:13]([CH2:16][CH2:17][C:18]3[CH:36]=[CH:35][C:21]([CH2:22][NH:23][C:24]([NH:26][NH:27]C(OC(C)(C)C)=O)=[O:25])=[CH:20][CH:19]=3)=[N:14][CH:15]=2)[CH2:6][CH2:5]1)(=[O:3])[CH3:2].O1CCOCC1.[ClH:43], predict the reaction product. The product is: [ClH:43].[ClH:43].[ClH:43].[C:1]([N:4]1[CH2:9][CH2:8][N:7]([C:10]2[CH:11]=[CH:12][C:13]([CH2:16][CH2:17][C:18]3[CH:36]=[CH:35][C:21]([CH2:22][NH:23][C:24]([NH:26][NH2:27])=[O:25])=[CH:20][CH:19]=3)=[N:14][CH:15]=2)[CH2:6][CH2:5]1)(=[O:3])[CH3:2]. (6) Given the reactants Br[C:2]1[C:10]2[C:9]([N:11]3[CH2:16][CH2:15][CH2:14][C@H:13]([CH3:17])[CH2:12]3)=[N:8][CH:7]=[N:6][C:5]=2[N:4]([S:18]([C:21]2[CH:26]=[CH:25][C:24]([CH3:27])=[CH:23][CH:22]=2)(=[O:20])=[O:19])[CH:3]=1.[OH:28][CH2:29][C:30]1[CH:31]=[C:32](B(O)O)[CH:33]=[CH:34][CH:35]=1.C(=O)([O-])[O-].[Na+].[Na+], predict the reaction product. The product is: [CH3:27][C:24]1[CH:25]=[CH:26][C:21]([S:18]([N:4]2[C:5]3[N:6]=[CH:7][N:8]=[C:9]([N:11]4[CH2:16][CH2:15][CH2:14][C@H:13]([CH3:17])[CH2:12]4)[C:10]=3[C:2]([C:34]3[CH:35]=[C:30]([CH2:29][OH:28])[CH:31]=[CH:32][CH:33]=3)=[CH:3]2)(=[O:20])=[O:19])=[CH:22][CH:23]=1. (7) Given the reactants C1C2C(=CC=CC=2)C=CC=1NC(C)C(O)=O.COC(OC)CNCCCN1CCC2(CC2)[C@H](O)C1.CO[CH:38](OC)[CH2:39][N:40]([CH2:56][CH2:57][CH2:58][N:59]1[CH2:66][CH2:65][C:62]2([CH2:64][CH2:63]2)[C@H:61]([OH:67])[CH2:60]1)[C:41](=[O:55])[CH:42]([NH:44][C:45]1[CH:54]=[CH:53][C:52]2[C:47](=[CH:48][CH:49]=[CH:50][CH:51]=2)[CH:46]=1)[CH3:43], predict the reaction product. The product is: [OH:67][C@@H:61]1[CH2:60][N:59]([CH2:58][CH2:57][CH2:56][N:40]2[CH2:39][CH2:38][N:44]([C:45]3[CH:54]=[CH:53][C:52]4[C:47](=[CH:48][CH:49]=[CH:50][CH:51]=4)[CH:46]=3)[C@@H:42]([CH3:43])[C:41]2=[O:55])[CH2:66][CH2:65][C:62]21[CH2:64][CH2:63]2. (8) Given the reactants Cl[C:2]1[CH:7]=[CH:6][C:5]([CH2:8][N:9]2[C:13]([CH3:14])=[CH:12][C:11]([C:15]3[O:19][N:18]=[C:17]([C:20]4[CH:25]=[CH:24][C:23]([O:26][C:27]([F:30])([F:29])[F:28])=[CH:22][CH:21]=4)[N:16]=3)=[N:10]2)=[CH:4][N:3]=1.[CH2:31]([NH2:33])[CH3:32], predict the reaction product. The product is: [CH2:31]([NH:33][C:2]1[CH:7]=[CH:6][C:5]([CH2:8][N:9]2[C:13]([CH3:14])=[CH:12][C:11]([C:15]3[O:19][N:18]=[C:17]([C:20]4[CH:25]=[CH:24][C:23]([O:26][C:27]([F:29])([F:30])[F:28])=[CH:22][CH:21]=4)[N:16]=3)=[N:10]2)=[CH:4][N:3]=1)[CH3:32]. (9) Given the reactants Br[C:2]1[CH:3]=[C:4]([O:8][CH:9]([CH2:14][CH3:15])[C:10]([O:12][CH3:13])=[O:11])[CH:5]=[N:6][CH:7]=1.[Cu][C:17]#[N:18].C(OCC)(=O)C, predict the reaction product. The product is: [C:17]([C:2]1[CH:3]=[C:4]([O:8][CH:9]([CH2:14][CH3:15])[C:10]([O:12][CH3:13])=[O:11])[CH:5]=[N:6][CH:7]=1)#[N:18]. (10) Given the reactants [CH:1]1[C:13]2[N:12]([CH2:14][CH2:15][C:16]3[CH:17]=[CH:18][C:19]4[N:20]([CH:44]=[O:45])[C:21]5[C:26]([C:27]=4[CH:28]=3)=[CH:25][C:24]([CH2:29][CH2:30][N:31]3[C:43]4[CH:42]=[CH:41][CH:40]=[CH:39][C:38]=4[C:37]4[C:32]3=[CH:33][CH:34]=[CH:35][CH:36]=4)=[CH:23][CH:22]=5)[C:11]3[C:6](=[CH:7][CH:8]=[CH:9][CH:10]=3)[C:5]=2[CH:4]=[CH:3][CH:2]=1.[BH4-].[Na+], predict the reaction product. The product is: [CH:10]1[C:11]2[N:12]([CH2:14][CH2:15][C:16]3[CH:17]=[CH:18][C:19]4[N:20]([CH2:44][OH:45])[C:21]5[C:26]([C:27]=4[CH:28]=3)=[CH:25][C:24]([CH2:29][CH2:30][N:31]3[C:43]4[CH:42]=[CH:41][CH:40]=[CH:39][C:38]=4[C:37]4[C:32]3=[CH:33][CH:34]=[CH:35][CH:36]=4)=[CH:23][CH:22]=5)[C:13]3[C:5](=[CH:4][CH:3]=[CH:2][CH:1]=3)[C:6]=2[CH:7]=[CH:8][CH:9]=1.